Task: Regression. Given two drug SMILES strings and cell line genomic features, predict the synergy score measuring deviation from expected non-interaction effect.. Dataset: NCI-60 drug combinations with 297,098 pairs across 59 cell lines (1) Drug 1: COC1=CC(=CC(=C1O)OC)C2C3C(COC3=O)C(C4=CC5=C(C=C24)OCO5)OC6C(C(C7C(O6)COC(O7)C8=CC=CS8)O)O. Drug 2: C(=O)(N)NO. Cell line: OVCAR-5. Synergy scores: CSS=18.1, Synergy_ZIP=-6.32, Synergy_Bliss=0.246, Synergy_Loewe=-8.78, Synergy_HSA=-0.800. (2) Drug 1: CC1=C(C(=O)C2=C(C1=O)N3CC4C(C3(C2COC(=O)N)OC)N4)N. Drug 2: COC1=C2C(=CC3=C1OC=C3)C=CC(=O)O2. Cell line: BT-549. Synergy scores: CSS=15.9, Synergy_ZIP=-7.13, Synergy_Bliss=-1.75, Synergy_Loewe=-12.0, Synergy_HSA=-0.0658. (3) Drug 1: C1=CC(=CC=C1C#N)C(C2=CC=C(C=C2)C#N)N3C=NC=N3. Drug 2: CC1CCC2CC(C(=CC=CC=CC(CC(C(=O)C(C(C(=CC(C(=O)CC(OC(=O)C3CCCCN3C(=O)C(=O)C1(O2)O)C(C)CC4CCC(C(C4)OC)O)C)C)O)OC)C)C)C)OC. Cell line: HL-60(TB). Synergy scores: CSS=6.62, Synergy_ZIP=5.80, Synergy_Bliss=4.24, Synergy_Loewe=-10.5, Synergy_HSA=-10.0. (4) Drug 1: C1C(C(OC1N2C=NC3=C(N=C(N=C32)Cl)N)CO)O. Drug 2: CCN(CC)CCNC(=O)C1=C(NC(=C1C)C=C2C3=C(C=CC(=C3)F)NC2=O)C. Cell line: 786-0. Synergy scores: CSS=5.10, Synergy_ZIP=-3.77, Synergy_Bliss=-2.54, Synergy_Loewe=-7.86, Synergy_HSA=-1.63. (5) Drug 1: CN(C)N=NC1=C(NC=N1)C(=O)N. Drug 2: CCC1=C2CN3C(=CC4=C(C3=O)COC(=O)C4(CC)O)C2=NC5=C1C=C(C=C5)O. Cell line: PC-3. Synergy scores: CSS=12.9, Synergy_ZIP=-4.78, Synergy_Bliss=-1.16, Synergy_Loewe=-16.9, Synergy_HSA=-1.57. (6) Drug 1: C1C(C(OC1N2C=C(C(=O)NC2=O)F)CO)O. Drug 2: C1CCC(C(C1)N)N.C(=O)(C(=O)[O-])[O-].[Pt+4]. Cell line: MCF7. Synergy scores: CSS=35.6, Synergy_ZIP=-10.2, Synergy_Bliss=-3.53, Synergy_Loewe=0.965, Synergy_HSA=2.56.